From a dataset of Acute oral toxicity (LD50) regression data from Zhu et al.. Regression/Classification. Given a drug SMILES string, predict its toxicity properties. Task type varies by dataset: regression for continuous values (e.g., LD50, hERG inhibition percentage) or binary classification for toxic/non-toxic outcomes (e.g., AMES mutagenicity, cardiotoxicity, hepatotoxicity). Dataset: ld50_zhu. (1) The molecule is CCCCN(CCCC)C(=O)SCc1ccccc1. The rat oral LD50 is 1.70, given as -log10 of the dose in mol/kg body weight (higher means more acutely toxic). (2) The molecule is CC(NC(=O)COc1ccc(Cl)cc1Cl)C(=O)O. The rat oral LD50 is 2.56, given as -log10 of the dose in mol/kg body weight (higher means more acutely toxic). (3) The molecule is CNC(=O)Oc1cc(C(C)C)ccc1Cl. The rat oral LD50 is 4.04, given as -log10 of the dose in mol/kg body weight (higher means more acutely toxic). (4) The molecule is Cc1cc2nc(C(F)(F)F)[nH]c2cc1C. The rat oral LD50 is 3.47, given as -log10 of the dose in mol/kg body weight (higher means more acutely toxic). (5) The compound is C=CN(C)N=O. The rat oral LD50 is 3.56, given as -log10 of the dose in mol/kg body weight (higher means more acutely toxic). (6) The drug is CC(=O)OC(C)C(Cl)(Cl)Cl. The rat oral LD50 is 2.36, given as -log10 of the dose in mol/kg body weight (higher means more acutely toxic). (7) The molecule is CC(=O)NC(Cc1c[nH]c2ccccc12)C(=O)O. The rat oral LD50 is 1.22, given as -log10 of the dose in mol/kg body weight (higher means more acutely toxic). (8) The molecule is Cc1cccc(C(C)c2ccccc2)c1C. The rat oral LD50 is 2.01, given as -log10 of the dose in mol/kg body weight (higher means more acutely toxic). (9) The molecule is Nc1ccc2c(O)cc(S(=O)(=O)O)cc2c1. The rat oral LD50 is 1.32, given as -log10 of the dose in mol/kg body weight (higher means more acutely toxic).